Dataset: NCI-60 drug combinations with 297,098 pairs across 59 cell lines. Task: Regression. Given two drug SMILES strings and cell line genomic features, predict the synergy score measuring deviation from expected non-interaction effect. (1) Drug 1: C1CCN(CC1)CCOC2=CC=C(C=C2)C(=O)C3=C(SC4=C3C=CC(=C4)O)C5=CC=C(C=C5)O. Drug 2: CC1CCC2CC(C(=CC=CC=CC(CC(C(=O)C(C(C(=CC(C(=O)CC(OC(=O)C3CCCCN3C(=O)C(=O)C1(O2)O)C(C)CC4CCC(C(C4)OC)O)C)C)O)OC)C)C)C)OC. Cell line: TK-10. Synergy scores: CSS=24.2, Synergy_ZIP=0.813, Synergy_Bliss=0.813, Synergy_Loewe=-16.8, Synergy_HSA=-0.0148. (2) Drug 1: C1CCC(CC1)NC(=O)N(CCCl)N=O. Drug 2: CC1CCCC2(C(O2)CC(NC(=O)CC(C(C(=O)C(C1O)C)(C)C)O)C(=CC3=CSC(=N3)C)C)C. Cell line: HOP-92. Synergy scores: CSS=24.5, Synergy_ZIP=-7.43, Synergy_Bliss=-4.18, Synergy_Loewe=-4.52, Synergy_HSA=-4.52.